Task: Predict the product of the given reaction.. Dataset: Forward reaction prediction with 1.9M reactions from USPTO patents (1976-2016) (1) Given the reactants C([O:5][C:6]([C:8]1[CH:9]=[C:10]([CH:28]=[CH:29][C:30]=1[OH:31])[C:11]([NH:13][NH:14][C:15]([C:17]1[O:18][CH:19]=[CH:20][C:21]=1[C:22]1[CH:27]=[CH:26][CH:25]=[CH:24][CH:23]=1)=[O:16])=[O:12])=[O:7])(C)(C)C.Cl.C(OCC)(=O)C, predict the reaction product. The product is: [C:6]([C:8]1[CH:9]=[C:10]([CH:28]=[CH:29][C:30]=1[OH:31])[C:11]([NH:13][NH:14][C:15]([C:17]1[O:18][CH:19]=[CH:20][C:21]=1[C:22]1[CH:27]=[CH:26][CH:25]=[CH:24][CH:23]=1)=[O:16])=[O:12])([OH:7])=[O:5]. (2) Given the reactants [Cl:1][C:2]1[CH:7]=[C:6]([OH:8])[CH:5]=[CH:4][C:3]=1[NH:9][C:10]([NH:12][CH:13]1[CH2:15][CH2:14]1)=[O:11].[CH3:16][O:17][C:18]1[CH:27]=[C:26]2[C:21]([C:22](Cl)=[CH:23][CH:24]=[N:25]2)=[CH:20][C:19]=1[C:29]([NH2:31])=[O:30].CC(C)([O-])C.[K+].CS(C)=O, predict the reaction product. The product is: [Cl:1][C:2]1[CH:7]=[C:6]([CH:5]=[CH:4][C:3]=1[NH:9][C:10]([NH:12][CH:13]1[CH2:14][CH2:15]1)=[O:11])[O:8][C:22]1[C:21]2[C:26](=[CH:27][C:18]([O:17][CH3:16])=[C:19]([C:29]([NH2:31])=[O:30])[CH:20]=2)[N:25]=[CH:24][CH:23]=1. (3) Given the reactants C(OC([N:11]1[CH2:17][CH2:16][CH2:15][CH:14]([NH:18][C:19]([O:21][C:22]([CH3:25])([CH3:24])[CH3:23])=[O:20])[CH:13]([OH:26])[CH2:12]1)=O)C1C=CC=CC=1, predict the reaction product. The product is: [C:22]([O:21][C:19](=[O:20])[NH:18][CH:14]1[CH2:15][CH2:16][CH2:17][NH:11][CH2:12][CH:13]1[OH:26])([CH3:25])([CH3:23])[CH3:24].